From a dataset of Forward reaction prediction with 1.9M reactions from USPTO patents (1976-2016). Predict the product of the given reaction. (1) Given the reactants C([O:5][C:6]([NH:8][C@H:9]([C:28](=[O:35])[N:29]1[CH2:34][CH2:33][CH2:32][CH2:31][CH2:30]1)[CH2:10][C:11]1[CH:16]=[CH:15][C:14]([C:17](=[CH2:27])[CH2:18][CH2:19][C:20]([O:22]C(C)(C)C)=[O:21])=[CH:13][CH:12]=1)=[O:7])(C)(C)C.C(O)(=O)C.[CH:40]1[C:52]2[CH:51]([CH2:53]OC(ON3C(=O)CCC3=O)=O)[C:50]3[C:45](=[CH:46][CH:47]=[CH:48][CH:49]=3)[C:44]=2[CH:43]=[CH:42][CH:41]=1, predict the reaction product. The product is: [CH:40]1[C:52]2[CH:51]([CH2:53][O:5][C:6]([NH:8][C@H:9]([C:28](=[O:35])[N:29]3[CH2:34][CH2:33][CH2:32][CH2:31][CH2:30]3)[CH2:10][C:11]3[CH:16]=[CH:15][C:14]([C:17](=[CH2:27])[CH2:18][CH2:19][C:20]([OH:22])=[O:21])=[CH:13][CH:12]=3)=[O:7])[C:50]3[C:45](=[CH:46][CH:47]=[CH:48][CH:49]=3)[C:44]=2[CH:43]=[CH:42][CH:41]=1. (2) Given the reactants Cl[C:2]1[N:7]=[CH:6][N:5]=[C:4]([N:8]2[C:16]3[C:11](=[CH:12][C:13]([S:17]([CH3:20])(=[O:19])=[O:18])=[CH:14][CH:15]=3)[CH2:10][CH2:9]2)[CH:3]=1.[C:21]([O:25][C:26]([N:28]1[CH2:33][CH2:32][CH:31]([NH2:34])[CH2:30][CH2:29]1)=[O:27])([CH3:24])([CH3:23])[CH3:22].CC(N(C)C)=O.C(=O)([O-])[O-].[K+].[K+], predict the reaction product. The product is: [C:21]([O:25][C:26]([N:28]1[CH2:33][CH2:32][CH:31]([NH:34][C:2]2[CH:3]=[C:4]([N:8]3[C:16]4[C:11](=[CH:12][C:13]([S:17]([CH3:20])(=[O:19])=[O:18])=[CH:14][CH:15]=4)[CH2:10][CH2:9]3)[N:5]=[CH:6][N:7]=2)[CH2:30][CH2:29]1)=[O:27])([CH3:24])([CH3:22])[CH3:23]. (3) Given the reactants [NH2:1][CH:2]1[CH2:7][CH2:6][N:5]([CH2:8][CH:9]2[C:13]3=[C:14]([Cl:22])[CH:15]=[N:16][C:17]4[CH:18]=[CH:19][C:20](=[O:21])[N:11]([C:12]=43)[CH2:10]2)[CH2:4][CH2:3]1.[O:23]=[C:24]1[NH:29][C:28]2[CH:30]=[C:31]([CH:34]=O)[CH:32]=[CH:33][C:27]=2[O:26][CH2:25]1, predict the reaction product. The product is: [ClH:22].[Cl:22][C:14]1[CH:15]=[N:16][C:17]2[CH:18]=[CH:19][C:20](=[O:21])[N:11]3[CH2:10][CH:9]([CH2:8][N:5]4[CH2:6][CH2:7][CH:2]([NH:1][CH2:34][C:31]5[CH:32]=[CH:33][C:27]6[O:26][CH2:25][C:24](=[O:23])[NH:29][C:28]=6[CH:30]=5)[CH2:3][CH2:4]4)[C:13]=1[C:12]=23. (4) Given the reactants Cl.[CH3:2][O:3][C:4](=[O:23])/[CH:5]=[CH:6]/[C:7]1[CH:8]=[C:9]2[C:19](=[CH:20][CH:21]=1)[O:18][C:12]1([CH2:17][CH2:16][CH2:15][NH:14][CH2:13]1)[CH2:11][C:10]2=[O:22].CC(O)=O.[CH:28](=O)[C:29]1[CH:34]=[CH:33][CH:32]=[CH:31][CH:30]=1.[BH-](OC(C)=O)(OC(C)=O)OC(C)=O.[Na+], predict the reaction product. The product is: [CH3:2][O:3][C:4](=[O:23])/[CH:5]=[CH:6]/[C:7]1[CH:8]=[C:9]2[C:19](=[CH:20][CH:21]=1)[O:18][C:12]1([CH2:17][CH2:16][CH2:15][N:14]([CH2:28][C:29]3[CH:34]=[CH:33][CH:32]=[CH:31][CH:30]=3)[CH2:13]1)[CH2:11][C:10]2=[O:22]. (5) Given the reactants [OH-].[Li+].C([O:6][CH2:7][C:8]([NH:10][C:11]1[N:40]=[C:14]2[N:15]([C:30]3[CH:35]=[CH:34][CH:33]=[C:32]([C:36]([F:39])([F:38])[F:37])[CH:31]=3)[C:16]([CH3:29])=[C:17]([C:27]#[N:28])[C@@H:18]([C:19]3[CH:24]=[CH:23][C:22]([C:25]#[N:26])=[CH:21][CH:20]=3)[N:13]2[N:12]=1)=[O:9])(=O)C.Cl, predict the reaction product. The product is: [C:27]([C:17]1[C@@H:18]([C:19]2[CH:24]=[CH:23][C:22]([C:25]#[N:26])=[CH:21][CH:20]=2)[N:13]2[N:12]=[C:11]([NH:10][C:8](=[O:9])[CH2:7][OH:6])[N:40]=[C:14]2[N:15]([C:30]2[CH:35]=[CH:34][CH:33]=[C:32]([C:36]([F:38])([F:39])[F:37])[CH:31]=2)[C:16]=1[CH3:29])#[N:28].